Dataset: Retrosynthesis with 50K atom-mapped reactions and 10 reaction types from USPTO. Task: Predict the reactants needed to synthesize the given product. (1) The reactants are: COC(=O)CSC1CCCc2nc3ccccc3c(N)c21. Given the product O=C1CSC2CCCc3nc4ccccc4c(c32)N1, predict the reactants needed to synthesize it. (2) Given the product COC(=O)Cc1c(C)nn(-c2cccnc2)c1-c1cccc(Cl)c1, predict the reactants needed to synthesize it. The reactants are: COC(=O)CC(C(C)=O)C(=O)c1cccc(Cl)c1.NNc1cccnc1.